Predict the reactants needed to synthesize the given product. From a dataset of Full USPTO retrosynthesis dataset with 1.9M reactions from patents (1976-2016). Given the product [N:14]1[CH:9]=[CH:10][C:11]([C:20]([O:22][CH2:23][CH3:24])=[O:21])=[N:12][C:13]=1[C:15]([O:17][CH2:18][CH3:19])=[O:16], predict the reactants needed to synthesize it. The reactants are: N(OC(C)(C)C)=O.N[C:9]1[N:14]=[C:13]([C:15]([O:17][CH2:18][CH3:19])=[O:16])[N:12]=[C:11]([C:20]([O:22][CH2:23][CH3:24])=[O:21])[CH:10]=1.Cl.